From a dataset of Full USPTO retrosynthesis dataset with 1.9M reactions from patents (1976-2016). Predict the reactants needed to synthesize the given product. (1) Given the product [CH:50]1[C:54]2[CH:36]([CH2:32][O:5][C:6]([N:8]3[CH2:9][CH2:10][N:11]([C:14]4[N:22]=[C:21]5[C:17]([N:18]([CH2:23][C:24]([OH:26])=[O:25])[CH:19]=[N:20]5)=[C:16]([NH2:31])[N:15]=4)[CH2:12][CH2:13]3)=[O:7])[C:52]3[C:51](=[CH:52][CH:54]=[CH:50][CH:51]=3)[C:50]=2[CH:54]=[CH:52][CH:51]=1, predict the reactants needed to synthesize it. The reactants are: C([O:5][C:6]([N:8]1[CH2:13][CH2:12][N:11]([C:14]2[N:22]=[C:21]3[C:17]([N:18]([CH2:23][C:24]([O:26]C(C)(C)C)=[O:25])[CH:19]=[N:20]3)=[C:16]([NH2:31])[N:15]=2)[CH2:10][CH2:9]1)=[O:7])(C)(C)C.[C:32]([C:36](O)=O)(F)(F)F.C(=O)([O-])[O-].[K+].[K+].C(=O)(O)[O-].[Na+].[CH2:50]1[CH2:54]O[CH2:52][CH2:51]1. (2) Given the product [F:19][C:20]1[CH:25]=[CH:24][CH:23]=[CH:22][C:21]=1[C:2]1[CH:3]=[C:4]([N:8]2[CH2:16][CH:15]3[CH2:17][N:11]4[CH2:12][CH:13]([CH2:18][CH:9]2[CH2:10]4)[CH2:14]3)[CH:5]=[N:6][CH:7]=1, predict the reactants needed to synthesize it. The reactants are: Br[C:2]1[CH:3]=[C:4]([N:8]2[CH2:16][CH:15]3[CH2:17][N:11]4[CH2:12][CH:13]([CH2:18][CH:9]2[CH2:10]4)[CH2:14]3)[CH:5]=[N:6][CH:7]=1.[F:19][C:20]1[CH:25]=[CH:24][CH:23]=[CH:22][C:21]=1B(O)O. (3) Given the product [F:1][C:2]1[CH:38]=[CH:37][CH:36]=[C:35]([F:39])[C:3]=1[CH2:4][O:5][C:6]1[C:7]2[N:8]([C:12]([C:16]([NH:18][C:19]([C:27]3[N:28]=[N:29][N:30]([CH:32]([F:34])[F:33])[N:31]=3)([CH2:20][OH:21])[CH2:24][OH:23])=[O:17])=[C:13]([CH3:15])[N:14]=2)[CH:9]=[CH:10][CH:11]=1, predict the reactants needed to synthesize it. The reactants are: [F:1][C:2]1[CH:38]=[CH:37][CH:36]=[C:35]([F:39])[C:3]=1[CH2:4][O:5][C:6]1[C:7]2[N:8]([C:12]([C:16]([NH:18][C:19]3([C:27]4[N:28]=[N:29][N:30]([CH:32]([F:34])[F:33])[N:31]=4)[CH2:24][O:23]C(C)(C)[O:21][CH2:20]3)=[O:17])=[C:13]([CH3:15])[N:14]=2)[CH:9]=[CH:10][CH:11]=1.FC1C=CC=C(F)C=1COC1C2N(C(C(NC3(C4N(C(F)F)N=NN=4)COC(C)(C)OC3)=O)=C(C)N=2)C=CC=1.Cl.C(OC(C)C)(C)C. (4) Given the product [F:1][C@H:2]1[CH2:19][C@@:17]2([CH3:18])[C@@H:13]([CH2:14][CH2:15][C:16]2=[O:20])[C@H:12]2[C@H:3]1[C:4]1[CH:5]=[CH:6][C:7]([OH:28])=[CH:8][C:9]=1[CH2:10][C@H:11]2[CH2:21][CH2:22][CH2:23][CH2:24][CH2:25][N:26]([CH3:27])[CH2:40][CH2:39][CH2:38][C:37]([F:43])([F:42])[C:36]([F:45])([F:44])[F:35], predict the reactants needed to synthesize it. The reactants are: [F:1][C@H:2]1[CH2:19][C@@:17]2([CH3:18])[C@@H:13]([CH2:14][CH2:15][C:16]2=[O:20])[C@H:12]2[C@H:3]1[C:4]1[CH:5]=[CH:6][C:7]([OH:28])=[CH:8][C:9]=1[CH2:10][C@H:11]2[CH2:21][CH2:22][CH2:23][CH2:24][CH2:25][NH:26][CH3:27].C(=O)([O-])[O-].[K+].[K+].[F:35][C:36]([F:45])([F:44])[C:37]([F:43])([F:42])[CH2:38][CH2:39][CH2:40]I. (5) Given the product [F:22][C:19]([F:20])([F:21])[S:16]([NH:15][CH2:14][CH2:13][C:11]1[S:12][C:8]([C:5]2[CH:4]=[CH:3][C:2]([NH:1][C:33]([NH:32][C:25]3[CH:26]=[C:27]([F:31])[C:28]([F:30])=[CH:29][C:24]=3[F:23])=[O:34])=[CH:7][CH:6]=2)=[CH:9][N:10]=1)(=[O:18])=[O:17], predict the reactants needed to synthesize it. The reactants are: [NH2:1][C:2]1[CH:7]=[CH:6][C:5]([C:8]2[S:12][C:11]([CH2:13][CH2:14][NH:15][S:16]([C:19]([F:22])([F:21])[F:20])(=[O:18])=[O:17])=[N:10][CH:9]=2)=[CH:4][CH:3]=1.[F:23][C:24]1[CH:29]=[C:28]([F:30])[C:27]([F:31])=[CH:26][C:25]=1[N:32]=[C:33]=[O:34]. (6) The reactants are: [Cl:1][C:2]1[C:3]2[N:4]([C:13]([CH3:16])=[CH:14][CH:15]=2)[C:5]([C:8]([O:10]CC)=[O:9])=[CH:6][N:7]=1.[OH-].[Na+]. Given the product [Cl:1][C:2]1[C:3]2[N:4]([C:13]([CH3:16])=[CH:14][CH:15]=2)[C:5]([C:8]([OH:10])=[O:9])=[CH:6][N:7]=1, predict the reactants needed to synthesize it. (7) Given the product [CH2:1]([O:8][C:9]1[CH:10]=[C:11]([N:16]2[CH2:21][CH2:20][O:19][CH2:18][CH2:17]2)[N:12]=[C:13]([C:24]2[CH:25]=[C:26]([NH:29][C:30](=[O:41])[C:31]3[CH:36]=[CH:35][CH:34]=[C:33]([C:37]([F:39])([F:38])[F:40])[CH:32]=3)[CH:27]=[CH:28][C:23]=2[CH3:22])[CH:14]=1)[C:2]1[CH:7]=[CH:6][CH:5]=[CH:4][CH:3]=1, predict the reactants needed to synthesize it. The reactants are: [CH2:1]([O:8][C:9]1[CH:14]=[C:13](Cl)[N:12]=[C:11]([N:16]2[CH2:21][CH2:20][O:19][CH2:18][CH2:17]2)[CH:10]=1)[C:2]1[CH:7]=[CH:6][CH:5]=[CH:4][CH:3]=1.[CH3:22][C:23]1[CH:28]=[CH:27][C:26]([NH:29][C:30](=[O:41])[C:31]2[CH:36]=[CH:35][CH:34]=[C:33]([C:37]([F:40])([F:39])[F:38])[CH:32]=2)=[CH:25][C:24]=1B1OC(C)(C)C(C)(C)O1.C(=O)([O-])[O-].[Na+].[Na+]. (8) Given the product [C:38]([C:37]1[CH:36]=[CH:35][C:34]([C:32]2[N:33]=[C:29]([NH:28][C:23]([C:22]3[N:21]4[C:17]([S:18][CH:19]=[CH:20]4)=[N:16][C:15]=3/[CH:14]=[CH:13]/[C:6]3[CH:7]=[CH:8][CH:9]=[C:10]([O:11][CH3:12])[C:5]=3[O:4][CH2:3][C:2]([CH3:27])([CH3:1])[CH3:26])=[O:25])[S:30][CH:31]=2)=[CH:41][CH:40]=1)#[N:39], predict the reactants needed to synthesize it. The reactants are: [CH3:1][C:2]([CH3:27])([CH3:26])[CH2:3][O:4][C:5]1[C:10]([O:11][CH3:12])=[CH:9][CH:8]=[CH:7][C:6]=1/[CH:13]=[CH:14]/[C:15]1[N:16]=[C:17]2[N:21]([C:22]=1[C:23]([OH:25])=O)[CH:20]=[CH:19][S:18]2.[NH2:28][C:29]1[S:30][CH:31]=[C:32]([C:34]2[CH:41]=[CH:40][C:37]([C:38]#[N:39])=[CH:36][CH:35]=2)[N:33]=1.CCN=C=NCCCN(C)C.Cl. (9) Given the product [F:23][C:2]1([F:1])[C:20]2[C:5](=[CH:6][C:7]3[O:11][C:10]([C:12]4[CH:17]=[CH:16][N:15]=[CH:14][C:13]=4[O:25][CH3:24])=[N:9][C:8]=3[CH:19]=2)[C:4]([F:21])([F:22])[O:3]1, predict the reactants needed to synthesize it. The reactants are: [F:1][C:2]1([F:23])[C:20]2[C:5](=[CH:6][C:7]3[O:11][C:10]([C:12]4[CH:17]=[CH:16][N:15]=[CH:14][C:13]=4F)=[N:9][C:8]=3[CH:19]=2)[C:4]([F:22])([F:21])[O:3]1.[C:24](=O)([O-])[O-:25].[K+].[K+].CO. (10) Given the product [CH3:11][O:10][C:3]1[CH:4]=[CH:5][CH:6]=[C:7]([O:8][CH3:9])[C:2]=1[CH:24]([NH:23][S:21]([C:17]([CH3:19])([CH3:18])[CH3:20])=[O:22])[CH2:25][CH:26]([CH3:32])[C:27]([O:29][CH2:30][CH3:31])=[O:28], predict the reactants needed to synthesize it. The reactants are: I[C:2]1[C:7]([O:8][CH3:9])=[CH:6][CH:5]=[CH:4][C:3]=1[O:10][CH3:11].[Li]CCCC.[C:17]([S:21]([N:23]=[CH:24][CH2:25][CH:26]([CH3:32])[C:27]([O:29][CH2:30][CH3:31])=[O:28])=[O:22])([CH3:20])([CH3:19])[CH3:18].[NH4+].[Cl-].